This data is from Catalyst prediction with 721,799 reactions and 888 catalyst types from USPTO. The task is: Predict which catalyst facilitates the given reaction. (1) Reactant: S(=O)(O)[O-].[Na+].[Br:6][C:7]1[CH:12]=[CH:11][C:10]([NH:13][C:14](=[O:34])[C:15]2[CH:20]=[CH:19][CH:18]=[C:17]([S:21]([N:24]3[C:32]4[C:27](=[CH:28][C:29]([Cl:33])=[CH:30][CH:31]=4)[CH2:26][CH2:25]3)(=[O:23])=[O:22])[CH:16]=2)=[C:9]([CH:35]=O)[CH:8]=1.[NH2:37][C:38]1[CH:43]=[CH:42][CH:41]=[CH:40][C:39]=1[S:44]([NH2:47])(=[O:46])=[O:45].O. Product: [Br:6][C:7]1[CH:12]=[CH:11][C:10]([NH:13][C:14](=[O:34])[C:15]2[CH:20]=[CH:19][CH:18]=[C:17]([S:21]([N:24]3[C:32]4[C:27](=[CH:28][C:29]([Cl:33])=[CH:30][CH:31]=4)[CH2:26][CH2:25]3)(=[O:23])=[O:22])[CH:16]=2)=[C:9]([C:35]2[NH:47][S:44](=[O:45])(=[O:46])[C:39]3[CH:40]=[CH:41][CH:42]=[CH:43][C:38]=3[N:37]=2)[CH:8]=1. The catalyst class is: 44. (2) Reactant: [OH-].[Na+].[CH2:3]([N:10]1[CH2:15][CH2:14][CH:13]([C:16]([C:18]2[CH:33]=[CH:32][C:21]([C:22]([O:24]CC3C=CC=CC=3)=[O:23])=[CH:20][CH:19]=2)=[O:17])[CH2:12][CH2:11]1)[C:4]1[CH:9]=[CH:8][CH:7]=[CH:6][CH:5]=1.Cl. Product: [CH2:3]([N:10]1[CH2:15][CH2:14][CH:13]([C:16]([C:18]2[CH:19]=[CH:20][C:21]([C:22]([OH:24])=[O:23])=[CH:32][CH:33]=2)=[O:17])[CH2:12][CH2:11]1)[C:4]1[CH:5]=[CH:6][CH:7]=[CH:8][CH:9]=1. The catalyst class is: 8.